Dataset: Tox21: 12 toxicity assays (nuclear receptors and stress response pathways). Task: Binary classification across 12 toxicity assays. (1) The molecule is C[C@]12CC(=O)[C@H]3[C@@H](CCC4=CC(=O)CC[C@@]43C)[C@@H]1CC[C@]2(O)C(=O)CO. It tested positive (active) for: NR-AR (Androgen Receptor agonist activity), and NR-AR-LBD (Androgen Receptor Ligand Binding Domain agonist). (2) The compound is CC(C(=O)O)c1ccc(/C=C2\CCCCC2=O)cc1. It tested positive (active) for: NR-PPAR-gamma (PPAR-gamma nuclear receptor agonist), and SR-ARE (Antioxidant Response Element (oxidative stress)). (3) The compound is COC(=O)N(C(=O)N1CO[C@@]2(C(=O)OC)Cc3cc(Cl)ccc3C2=N1)c1ccc(OC(F)(F)F)cc1. It tested positive (active) for: NR-Aromatase (Aromatase enzyme inhibition), and SR-MMP (Mitochondrial Membrane Potential disruption). (4) The molecule is COc1cc(C[C@@H](C)N)c(OC)cc1Br. It tested positive (active) for: NR-Aromatase (Aromatase enzyme inhibition). (5) The molecule is CC1(C)O[C@@H]2C[C@H]3[C@@H]4C[C@H](F)C5=CC(=O)CC[C@]5(C)[C@H]4[C@@H](O)C[C@]3(C)[C@]2(C(=O)CO)O1. It tested positive (active) for: NR-AR (Androgen Receptor agonist activity). (6) The compound is CC1=CCC(=C(C)C)CC1. It tested positive (active) for: NR-ER (Estrogen Receptor agonist activity). (7) The molecule is C=CC(=O)OCC1CC2CC1C1CCC(COC(=O)C=C)C21. It tested positive (active) for: SR-ARE (Antioxidant Response Element (oxidative stress)), SR-HSE (Heat Shock Element response), and SR-p53 (p53 tumor suppressor activation). (8) The compound is Cc1cc(N=Nc2ccccc2C)ccc1N. It tested positive (active) for: NR-AhR (Aryl hydrocarbon Receptor agonist activity), NR-ER (Estrogen Receptor agonist activity), SR-ARE (Antioxidant Response Element (oxidative stress)), and SR-ATAD5 (ATAD5 genotoxicity (DNA damage)). (9) The molecule is Oc1ccc(Cl)cc1C1CCCC1. It tested positive (active) for: NR-Aromatase (Aromatase enzyme inhibition), SR-ARE (Antioxidant Response Element (oxidative stress)), and SR-MMP (Mitochondrial Membrane Potential disruption). (10) The compound is O=Cc1ccc(Cl)c([N+](=O)[O-])c1. It tested positive (active) for: SR-ARE (Antioxidant Response Element (oxidative stress)).